From a dataset of Retrosynthesis with 50K atom-mapped reactions and 10 reaction types from USPTO. Predict the reactants needed to synthesize the given product. (1) Given the product N#Cc1ccc(Cl)c(O)c1, predict the reactants needed to synthesize it. The reactants are: Oc1cc(Br)ccc1Cl.[C-]#N. (2) Given the product CCN(CCO)c1ccc([N+](=O)[O-])cc1, predict the reactants needed to synthesize it. The reactants are: CCNCCO.O=[N+]([O-])c1ccc(F)cc1. (3) Given the product Nc1ccc2nc(N)sc2c1, predict the reactants needed to synthesize it. The reactants are: Nc1nc2ccc([N+](=O)[O-])cc2s1. (4) Given the product CCCCn1cnc2c(OC)nc(Nc3ccc(OCC)nc3)nc21, predict the reactants needed to synthesize it. The reactants are: CCCCn1cnc2c(Cl)nc(Nc3ccc(OCC)nc3)nc21.C[O-]. (5) Given the product CC(C)(C)OC(=O)Nc1nc(-c2ccc(C(=O)N3CCN(S(=O)(=O)c4ccc5cc(Br)ccc5c4)CC3)cc2)c[nH]1, predict the reactants needed to synthesize it. The reactants are: CC(C)(C)OC(=O)Nc1nc(-c2ccc(C(=O)O)cc2)c[nH]1.O=S(=O)(c1ccc2cc(Br)ccc2c1)N1CCNCC1. (6) Given the product CC(NC(=O)C=Cc1ccccn1)c1cccc(OC(F)(F)F)c1, predict the reactants needed to synthesize it. The reactants are: CC(N)c1cccc(OC(F)(F)F)c1.O=C(O)C=Cc1ccccn1. (7) Given the product O=C(c1ccccc1)c1ccc(OCCO)cc1, predict the reactants needed to synthesize it. The reactants are: O=C(c1ccccc1)c1ccc(O)cc1.OCCCl. (8) Given the product CN(C(=O)Cc1ccc(-c2ccccc2)s1)[C@@H]1c2ccccc2C[C@H]1N1CCCC1, predict the reactants needed to synthesize it. The reactants are: CN[C@@H]1c2ccccc2C[C@H]1N1CCCC1.O=C(O)Cc1ccc(-c2ccccc2)s1.